From a dataset of Full USPTO retrosynthesis dataset with 1.9M reactions from patents (1976-2016). Predict the reactants needed to synthesize the given product. (1) The reactants are: [OH:1][C@@H:2]1[CH2:17][C@@H:5]2[S:6][C@@H:7]([CH2:10][CH2:11][CH2:12][C:13]([O:15]C)=[O:14])[CH2:8][CH2:9][C@@H:4]2[C@H:3]1/[CH:18]=[CH:19]/[C@@H:20]([OH:29])[CH2:21][O:22][C:23]1[CH:28]=[CH:27][CH:26]=[CH:25][CH:24]=1.[OH-].[Na+].Cl. Given the product [OH:1][C@@H:2]1[CH2:17][C@@H:5]2[S:6][C@@H:7]([CH2:10][CH2:11][CH2:12][C:13]([OH:15])=[O:14])[CH2:8][CH2:9][C@@H:4]2[C@H:3]1/[CH:18]=[CH:19]/[C@@H:20]([OH:29])[CH2:21][O:22][C:23]1[CH:28]=[CH:27][CH:26]=[CH:25][CH:24]=1, predict the reactants needed to synthesize it. (2) The reactants are: C(OC([C:6]1[CH:7]=[C:8]([C:13]2[C:14]([C:19]3[CH:24]=[C:23]([Cl:25])[CH:22]=[CH:21][C:20]=3[O:26][CH2:27][C:28]3[CH:33]=[CH:32][CH:31]=[CH:30][CH:29]=3)=[CH:15][CH:16]=[CH:17][CH:18]=2)[CH:9]=[C:10]([NH2:12])[CH:11]=1)=O)C.[OH-].[Na+].[C:36]([OH:39])(=[O:38])C. Given the product [NH2:12][C:10]1[C:11]([C:36]([OH:39])=[O:38])=[CH:6][CH:7]=[C:8]([C:13]2[C:14]([C:19]3[CH:24]=[C:23]([Cl:25])[CH:22]=[CH:21][C:20]=3[O:26][CH2:27][C:28]3[CH:33]=[CH:32][CH:31]=[CH:30][CH:29]=3)=[CH:15][CH:16]=[CH:17][CH:18]=2)[CH:9]=1, predict the reactants needed to synthesize it.